Dataset: Forward reaction prediction with 1.9M reactions from USPTO patents (1976-2016). Task: Predict the product of the given reaction. (1) Given the reactants CCN(CC)CC.[Si:8]([O:15]S(C(F)(F)F)(=O)=O)([C:11]([CH3:14])([CH3:13])[CH3:12])([CH3:10])[CH3:9].[CH3:23][C:24]1[C:25]([NH:37][C:38]2[CH:43]=[CH:42][CH:41]=[CH:40][CH:39]=2)=[N:26][C:27]2[C:32]([CH:33]=1)=[CH:31][CH:30]=[CH:29][C:28]=2[C:34](=O)[CH3:35], predict the reaction product. The product is: [Si:8]([O:15][C:34]([C:28]1[CH:29]=[CH:30][CH:31]=[C:32]2[C:27]=1[N:26]=[C:25]([NH:37][C:38]1[CH:43]=[CH:42][CH:41]=[CH:40][CH:39]=1)[C:24]([CH3:23])=[CH:33]2)=[CH2:35])([C:11]([CH3:14])([CH3:13])[CH3:12])([CH3:10])[CH3:9]. (2) Given the reactants [Cl:1][CH2:2][CH2:3][CH2:4][O:5][C:6]1[CH:11]=[CH:10][C:9]([C:12](=O)[CH3:13])=[CH:8][CH:7]=1.O.[C:16]([OH:20])(=O)[CH:17]=O.O.[NH2:22][NH2:23], predict the reaction product. The product is: [Cl:1][CH2:2][CH2:3][CH2:4][O:5][C:6]1[CH:11]=[CH:10][C:9]([C:12]2[CH:13]=[CH:17][C:16](=[O:20])[NH:22][N:23]=2)=[CH:8][CH:7]=1. (3) Given the reactants F[P-](F)(F)(F)(F)F.N1(O[P+](N2CCCC2)(N2CCCC2)N2CCCC2)C2C=CC=CC=2N=N1.Cl.[NH2:35][CH:36]([C:38]1[NH:39][C:40]([C:46]2[CH:55]=[CH:54][CH:53]=[C:52]3[C:47]=2[N:48]=[C:49]([NH:57][CH2:58][C:59]([F:62])([F:61])[F:60])[C:50]([CH3:56])=[N:51]3)=[CH:41][C:42]=1[C:43](O)=[O:44])[CH3:37].CCN(C(C)C)C(C)C, predict the reaction product. The product is: [CH3:37][CH:36]1[C:38]2[NH:39][C:40]([C:46]3[CH:55]=[CH:54][CH:53]=[C:52]4[C:47]=3[N:48]=[C:49]([NH:57][CH2:58][C:59]([F:60])([F:61])[F:62])[C:50]([CH3:56])=[N:51]4)=[CH:41][C:42]=2[C:43](=[O:44])[NH:35]1. (4) The product is: [CH2:1]([C:3]1[CH:4]=[CH:5][C:6]([CH:9]2[CH2:10][O:17]2)=[N:7][CH:8]=1)[CH3:2]. Given the reactants [CH2:1]([C:3]1[CH:4]=[CH:5][C:6]([CH:9]=[CH2:10])=[N:7][CH:8]=1)[CH3:2].BrN1C(=[O:17])CCC1=O.C([O-])([O-])=O.[K+].[K+].CO, predict the reaction product. (5) Given the reactants [Cl:1][C:2]1[CH:7]=[CH:6][CH:5]=[CH:4][C:3]=1[N:8]1[CH:12]=[CH:11][N:10]=[C:9]1[C:13]1[N:14]=[C:15]2[C:21]3[CH:22]=[C:23]([C:26]([OH:28])=O)[CH:24]=[CH:25][C:20]=3[O:19][CH2:18][CH2:17][N:16]2[CH:29]=1.[NH2:30][C:31]([CH3:35])([CH3:34])[CH2:32][OH:33], predict the reaction product. The product is: [Cl:1][C:2]1[CH:7]=[CH:6][CH:5]=[CH:4][C:3]=1[N:8]1[CH:12]=[CH:11][N:10]=[C:9]1[C:13]1[N:14]=[C:15]2[C:21]3[CH:22]=[C:23]([C:26]([NH:30][C:31]([CH3:35])([CH3:34])[CH2:32][OH:33])=[O:28])[CH:24]=[CH:25][C:20]=3[O:19][CH2:18][CH2:17][N:16]2[CH:29]=1.